From a dataset of Forward reaction prediction with 1.9M reactions from USPTO patents (1976-2016). Predict the product of the given reaction. (1) Given the reactants [Cl:1][C:2]1[CH:7]=[CH:6][C:5]([C:8]2[CH:13]=[C:12]([C:14]([F:17])([F:16])[F:15])[N:11]3[N:18]=[CH:19][C:20]([C:21](O)=[O:22])=[C:10]3[N:9]=2)=[CH:4][CH:3]=1.[OH:24][CH2:25][C:26]([NH:29][S:30]([C:33]1[S:34][C:35]([Cl:39])=[C:36]([NH2:38])[CH:37]=1)(=[O:32])=[O:31])([CH3:28])[CH3:27], predict the reaction product. The product is: [Cl:39][C:35]1[S:34][C:33]([S:30](=[O:32])(=[O:31])[NH:29][C:26]([CH3:27])([CH3:28])[CH2:25][OH:24])=[CH:37][C:36]=1[NH:38][C:21]([C:20]1[CH:19]=[N:18][N:11]2[C:12]([C:14]([F:15])([F:17])[F:16])=[CH:13][C:8]([C:5]3[CH:4]=[CH:3][C:2]([Cl:1])=[CH:7][CH:6]=3)=[N:9][C:10]=12)=[O:22]. (2) The product is: [CH3:1][O:2][C:3](=[O:29])/[CH:4]=[CH:5]/[C:6]1[CH:7]=[C:8]2[C:25](=[CH:26][CH:27]=1)[O:24][C:11]1([CH2:16][CH2:15][CH2:14][N:13]([CH:17]3[CH2:33][CH2:32][CH2:31][CH2:35]3)[CH2:12]1)[CH2:10][C:9]2=[O:28]. Given the reactants [CH3:1][O:2][C:3](=[O:29])/[CH:4]=[CH:5]/[C:6]1[CH:7]=[C:8]2[C:25](=[CH:26][CH:27]=1)[O:24][C:11]1([CH2:16][CH2:15][CH2:14][N:13]([C:17](OC(C)(C)C)=O)[CH2:12]1)[CH2:10][C:9]2=[O:28].Br[CH:31]1[CH2:35]C[CH2:33][CH2:32]1.C([O-])([O-])=O.[K+].[K+], predict the reaction product. (3) Given the reactants [CH2:1]([N:8]1[C:16]2[C:11](=[N:12][C:13](Cl)=[CH:14][CH:15]=2)[CH:10]=[C:9]1[C:18]1[N:22]([CH:23]2[CH2:28][CH2:27][CH2:26][CH2:25][O:24]2)[N:21]=[CH:20][CH:19]=1)[C:2]1[CH:7]=[CH:6][CH:5]=[CH:4][CH:3]=1.[NH:29]([C:38]([O:40][C:41]([CH3:44])([CH3:43])[CH3:42])=[O:39])[NH:30][C:31]([O:33][C:34]([CH3:37])([CH3:36])[CH3:35])=[O:32].C([O-])([O-])=O.[Cs+].[Cs+], predict the reaction product. The product is: [CH2:1]([N:8]1[C:16]2[C:11](=[N:12][C:13]([N:29]([C:38]([O:40][C:41]([CH3:44])([CH3:43])[CH3:42])=[O:39])[NH:30][C:31]([O:33][C:34]([CH3:35])([CH3:36])[CH3:37])=[O:32])=[CH:14][CH:15]=2)[CH:10]=[C:9]1[C:18]1[N:22]([CH:23]2[CH2:28][CH2:27][CH2:26][CH2:25][O:24]2)[N:21]=[CH:20][CH:19]=1)[C:2]1[CH:7]=[CH:6][CH:5]=[CH:4][CH:3]=1. (4) Given the reactants [CH3:1][O:2][C:3](=[O:29])/[CH:4]=[CH:5]/[C:6]1[CH:7]=[C:8]2[C:25](=[CH:26][CH:27]=1)[O:24][C:11]1([CH2:16][CH2:15][N:14]([C:17](OC(C)(C)C)=O)[CH2:13][CH2:12]1)[CH2:10][C:9]2=[O:28].BrC[CH2:32][C:33]1[CH:38]=[CH:37][C:36]([N+:39]([O-:41])=[O:40])=[CH:35][CH:34]=1, predict the reaction product. The product is: [CH3:1][O:2][C:3](=[O:29])/[CH:4]=[CH:5]/[C:6]1[CH:7]=[C:8]2[C:25](=[CH:26][CH:27]=1)[O:24][C:11]1([CH2:16][CH2:15][N:14]([CH2:17][CH2:32][C:33]3[CH:38]=[CH:37][C:36]([N+:39]([O-:41])=[O:40])=[CH:35][CH:34]=3)[CH2:13][CH2:12]1)[CH2:10][C:9]2=[O:28].